From a dataset of Peptide-MHC class II binding affinity with 134,281 pairs from IEDB. Regression. Given a peptide amino acid sequence and an MHC pseudo amino acid sequence, predict their binding affinity value. This is MHC class II binding data. (1) The peptide sequence is KHIVWASRELERFAV. The MHC is DRB3_0101 with pseudo-sequence DRB3_0101. The binding affinity (normalized) is 0.300. (2) The peptide sequence is GAVSFWMCSNGSLQFRI. The MHC is DRB1_0401 with pseudo-sequence DRB1_0401. The binding affinity (normalized) is 0.300. (3) The MHC is DRB1_1602 with pseudo-sequence DRB1_1602. The peptide sequence is RCLVKEIPPRLLYAK. The binding affinity (normalized) is 0.333. (4) The peptide sequence is IFFMSPKGISRMSMA. The MHC is DRB1_0405 with pseudo-sequence DRB1_0405. The binding affinity (normalized) is 0.237. (5) The peptide sequence is AIPKVPPGPNITATY. The MHC is HLA-DPA10103-DPB10301 with pseudo-sequence HLA-DPA10103-DPB10301. The binding affinity (normalized) is 0. (6) The peptide sequence is ECGGILQAYDLRDAP. The MHC is HLA-DPA10201-DPB11401 with pseudo-sequence HLA-DPA10201-DPB11401. The binding affinity (normalized) is 0.0137. (7) The peptide sequence is VSMMIAMEVVLRKRQ. The MHC is HLA-DQA10102-DQB10501 with pseudo-sequence HLA-DQA10102-DQB10501. The binding affinity (normalized) is 0.738.